This data is from Catalyst prediction with 721,799 reactions and 888 catalyst types from USPTO. The task is: Predict which catalyst facilitates the given reaction. (1) Reactant: [Cl:1][C:2]1[CH:3]=[CH:4][C:5]([S:8][C:9]2[O:13][C:12]([C:14]3[CH:19]=[CH:18][C:17]([F:20])=[CH:16][CH:15]=3)=[N:11][C:10]=2[CH2:21][OH:22])=[N:6][CH:7]=1.N1C=CC=CC=1.CC(OI1(OC(C)=O)(OC(C)=O)OC(=O)C2C=CC=CC1=2)=O. Product: [Cl:1][C:2]1[CH:3]=[CH:4][C:5]([S:8][C:9]2[O:13][C:12]([C:14]3[CH:19]=[CH:18][C:17]([F:20])=[CH:16][CH:15]=3)=[N:11][C:10]=2[CH:21]=[O:22])=[N:6][CH:7]=1. The catalyst class is: 2. (2) Reactant: [Cl:1][C:2]1[CH:29]=[CH:28][C:5]2[N:6]=[C:7]([NH:9][C:10]3[N:14]([CH3:15])[C:13]4[CH:16]=[CH:17][C:18]([C:20]([NH:22][C@H:23]([CH3:27])[C:24](O)=[O:25])=[O:21])=[CH:19][C:12]=4[N:11]=3)[S:8][C:4]=2[CH:3]=1.[CH3:30][N:31]1[CH2:36][CH2:35][NH:34][CH2:33][CH2:32]1.CN(C(ON1N=NC2C=CC=CC1=2)=[N+](C)C)C.F[P-](F)(F)(F)(F)F.CCN(C(C)C)C(C)C. Product: [CH3:27][C@@H:23]([NH:22][C:20]([C:18]1[CH:17]=[CH:16][C:13]2[N:14]([CH3:15])[C:10]([NH:9][C:7]3[S:8][C:4]4[CH:3]=[C:2]([Cl:1])[CH:29]=[CH:28][C:5]=4[N:6]=3)=[N:11][C:12]=2[CH:19]=1)=[O:21])[C:24]([N:34]1[CH2:35][CH2:36][N:31]([CH3:30])[CH2:32][CH2:33]1)=[O:25]. The catalyst class is: 3. (3) Reactant: [C:1]([C:5]1[CH:10]=[CH:9][C:8]([S:11]([NH:14][C:15]2[CH:16]=[C:17]3[C:21](=[CH:22][CH:23]=2)[NH:20][C:19]([C:24](O)=[O:25])=[C:18]3[C:27]2[CH:32]=[CH:31][CH:30]=[C:29]([CH3:33])[CH:28]=2)(=[O:13])=[O:12])=[CH:7][CH:6]=1)([CH3:4])([CH3:3])[CH3:2].[NH2:34][CH2:35][CH2:36][N:37]1[CH2:42][CH2:41][O:40][CH2:39][CH2:38]1. Product: [N:37]1([CH2:36][CH2:35][NH:34][C:24]([C:19]2[NH:20][C:21]3[C:17]([C:18]=2[C:27]2[CH:32]=[CH:31][CH:30]=[C:29]([CH3:33])[CH:28]=2)=[CH:16][C:15]([NH:14][S:11]([C:8]2[CH:7]=[CH:6][C:5]([C:1]([CH3:3])([CH3:4])[CH3:2])=[CH:10][CH:9]=2)(=[O:12])=[O:13])=[CH:23][CH:22]=3)=[O:25])[CH2:42][CH2:41][O:40][CH2:39][CH2:38]1. The catalyst class is: 98. (4) Reactant: [NH2:1][C:2]1[CH:7]=[CH:6][C:5]([OH:8])=[CH:4][C:3]=1[N+:9]([O-:11])=[O:10].C(=O)([O-])[O-].[Cs+].[Cs+].[O:18]1[CH2:21][CH:20](OS(C2C=CC(C)=CC=2)(=O)=O)[CH2:19]1. Product: [N+:9]([C:3]1[CH:4]=[C:5]([O:8][CH:20]2[CH2:21][O:18][CH2:19]2)[CH:6]=[CH:7][C:2]=1[NH2:1])([O-:11])=[O:10]. The catalyst class is: 3.